From a dataset of Full USPTO retrosynthesis dataset with 1.9M reactions from patents (1976-2016). Predict the reactants needed to synthesize the given product. Given the product [O:13]1[CH:8]([CH2:7][O:6][CH2:5][C:4]([OH:17])=[O:3])[CH2:9][O:10][C:11]2=[CH:16][S:15][CH:14]=[C:12]12, predict the reactants needed to synthesize it. The reactants are: C([O:3][C:4](=[O:17])[CH2:5][O:6][CH2:7][CH:8]1[O:13][C:12]2=[CH:14][S:15][CH:16]=[C:11]2[O:10][CH2:9]1)C.C(O)C.[OH-].[K+].